Dataset: Reaction yield outcomes from USPTO patents with 853,638 reactions. Task: Predict the reaction yield, written as a fraction of the theoretical maximum amount of product (1.0 means a 100% yield; for example, 0.34 means a 34% yield). (1) The reactants are [NH2:1][C:2]1[CH:3]=[CH:4][C:5]2[CH2:9][O:8][B:7]([OH:10])[C:6]=2[CH:11]=1.C(=O)([O-])[O-].[K+].[K+].[C:18]([C:20]1[C:21]([S:33](Cl)(=[O:35])=[O:34])=[N:22][CH:23]=[C:24]([NH:26][C:27](=[O:32])[C:28]([F:31])([F:30])[F:29])[CH:25]=1)#[N:19]. The catalyst is C(#N)C.O. The product is [C:18]([C:20]1[CH:25]=[C:24]([NH:26][C:27](=[O:32])[C:28]([F:31])([F:29])[F:30])[CH:23]=[N:22][C:21]=1[S:33](=[O:34])(=[O:35])[NH:1][C:2]1[CH:3]=[CH:4][C:5]2[CH2:9][O:8][B:7]([OH:10])[C:6]=2[CH:11]=1)#[N:19]. The yield is 0.510. (2) The reactants are [NH2:1][C:2]1[CH:10]=[C:9]([Cl:11])[CH:8]=[CH:7][C:3]=1[C:4](O)=[O:5].C1C=CC2N(O)N=[N:18]C=2C=1.CCN(C(C)C)C(C)C.CCN=C=NCCCN(C)C.N.CO. The catalyst is CN(C=O)C. The product is [NH2:1][C:2]1[CH:10]=[C:9]([Cl:11])[CH:8]=[CH:7][C:3]=1[C:4]([NH2:18])=[O:5]. The yield is 0.660. (3) The reactants are [CH:1]1([C:7]2[N:11]3[C:12]4[CH:18]=[CH:17][N:16](S(C5C=CC(C)=CC=5)(=O)=O)[C:13]=4[N:14]=[CH:15][C:10]3=[C:9](/[CH:29]=[CH:30]/[C:31]([O:33]CC)=[O:32])[N:8]=2)[CH2:6][CH2:5][CH2:4][CH2:3][CH2:2]1.[OH-].[Na+].Cl. The catalyst is O1CCOCC1. The product is [CH:1]1([C:7]2[N:11]3[C:12]4[CH:18]=[CH:17][NH:16][C:13]=4[N:14]=[CH:15][C:10]3=[C:9](/[CH:29]=[CH:30]/[C:31]([OH:33])=[O:32])[N:8]=2)[CH2:2][CH2:3][CH2:4][CH2:5][CH2:6]1. The yield is 0.372. (4) The reactants are [NH2:1][C:2]1[CH:7]=[CH:6][C:5]([OH:8])=[CH:4][CH:3]=1.N1C=CC=CC=1.Cl[C:16]([O:18][CH2:19][CH3:20])=[O:17]. The catalyst is ClCCl. The product is [CH2:19]([O:18][C:16]([NH:1][C:2]1[CH:7]=[CH:6][C:5]([OH:8])=[CH:4][CH:3]=1)=[O:17])[CH3:20]. The yield is 0.630. (5) The reactants are [C:1](=[O:4])([O-])[O-].[K+].[K+].Br[CH2:8][C:9]([O:11][C:12]([CH3:15])([CH3:14])[CH3:13])=[O:10].[OH2:16].CN(C)[CH:19]=[O:20]. The product is [OH:16][CH2:14][C:12]1[O:11][CH:9]=[C:19]([O:20][CH2:8][C:9]([O:11][C:12]([CH3:15])([CH3:14])[CH3:13])=[O:10])[C:1](=[O:4])[CH:13]=1. The yield is 0.880. The catalyst is O1CCCC1.[Cl-].[Na+].O. (6) The catalyst is O. The reactants are [Cl-].O[NH3+:3].[C:4](=[O:7])([O-])[OH:5].[Na+].CS(C)=O.[CH2:13]([S:15][C:16]1[N:17]([CH2:30][C:31]2[CH:36]=[CH:35][C:34]([C:37]3[C:38]([C:43]#[N:44])=[CH:39][CH:40]=[CH:41][CH:42]=3)=[CH:33][CH:32]=2)[C:18](=[O:29])[C:19]([C:23]2[CH:28]=[CH:27][CH:26]=[CH:25][CH:24]=2)=[C:20]([CH3:22])[N:21]=1)[CH3:14]. The product is [CH2:13]([S:15][C:16]1[N:17]([CH2:30][C:31]2[CH:32]=[CH:33][C:34]([C:37]3[CH:42]=[CH:41][CH:40]=[CH:39][C:38]=3[C:43]3[NH:3][C:4](=[O:7])[O:5][N:44]=3)=[CH:35][CH:36]=2)[C:18](=[O:29])[C:19]([C:23]2[CH:24]=[CH:25][CH:26]=[CH:27][CH:28]=2)=[C:20]([CH3:22])[N:21]=1)[CH3:14]. The yield is 0.500. (7) The product is [Br:18][C:15]1[S:14][C:13]([C:10]([OH:12])([CH3:11])[CH2:9][O:8][Si:1]([C:4]([CH3:5])([CH3:6])[CH3:7])([CH3:2])[CH3:3])=[N:17][CH:16]=1. The reactants are [Si:1]([O:8][CH2:9][C:10]([C:13]1[S:14][CH:15]=[CH:16][N:17]=1)([OH:12])[CH3:11])([C:4]([CH3:7])([CH3:6])[CH3:5])([CH3:3])[CH3:2].[Br:18]N1C(=O)CCC1=O.O. The catalyst is CN(C=O)C. The yield is 0.220. (8) The reactants are [Br:1][C:2]1[CH:7]=[CH:6][C:5]([C:8]2[CH:13]=[CH:12][C:11]([CH2:14][OH:15])=[CH:10][CH:9]=2)=[CH:4][CH:3]=1.N1C=CN=C1.[C:21]([Si:25]([CH3:28])([CH3:27])Cl)([CH3:24])([CH3:23])[CH3:22].O. The catalyst is O1CCCC1. The product is [Br:1][C:2]1[CH:3]=[CH:4][C:5]([C:8]2[CH:13]=[CH:12][C:11]([CH2:14][O:15][Si:25]([C:21]([CH3:24])([CH3:23])[CH3:22])([CH3:28])[CH3:27])=[CH:10][CH:9]=2)=[CH:6][CH:7]=1. The yield is 0.910. (9) The reactants are C([O:4][C@@H:5]([C:7]1[N:8]=[N:9][N:10]([C:12]2[CH:17]=[CH:16][CH:15]=[C:14]([Cl:18])[CH:13]=2)[N:11]=1)[CH3:6])(=O)C.O.[OH-].[Li+].Cl. The catalyst is C1COCC1.O. The product is [Cl:18][C:14]1[CH:13]=[C:12]([N:10]2[N:9]=[N:8][C:7]([C@H:5]([OH:4])[CH3:6])=[N:11]2)[CH:17]=[CH:16][CH:15]=1. The yield is 0.970.